From a dataset of Full USPTO retrosynthesis dataset with 1.9M reactions from patents (1976-2016). Predict the reactants needed to synthesize the given product. (1) Given the product [F:35][C:2]([F:1])([F:34])[C:3]1[CH:8]=[CH:7][CH:6]=[CH:5][C:4]=1[C:9]([N:11]1[CH2:16][CH2:15][N:14]([C:17]2[N:18]=[CH:19][C:20]([C:23]3[N:24]=[N:25][N:26]([CH2:28][C:29]([OH:31])=[O:30])[N:27]=3)=[CH:21][N:22]=2)[CH2:13][CH2:12]1)=[O:10], predict the reactants needed to synthesize it. The reactants are: [F:1][C:2]([F:35])([F:34])[C:3]1[CH:8]=[CH:7][CH:6]=[CH:5][C:4]=1[C:9]([N:11]1[CH2:16][CH2:15][N:14]([C:17]2[N:22]=[CH:21][C:20]([C:23]3[N:24]=[N:25][N:26]([CH2:28][C:29]([O:31]CC)=[O:30])[N:27]=3)=[CH:19][N:18]=2)[CH2:13][CH2:12]1)=[O:10].C1COCC1.[Li+].[OH-]. (2) Given the product [CH3:29][C:2]1([CH3:1])[O:7][CH2:6][CH2:5][N:4]([C:8]([N:10]2[CH2:15][CH:14]([C:16]3[CH:17]=[CH:18][C:19]([C:22]([F:23])([F:24])[F:25])=[CH:20][CH:21]=3)[CH2:13][CH:12]([C:26]3[O:27][N:36]=[C:32]([CH:33]([CH3:35])[CH3:34])[N:31]=3)[CH2:11]2)=[O:9])[CH2:3]1, predict the reactants needed to synthesize it. The reactants are: [CH3:1][C:2]1([CH3:29])[O:7][CH2:6][CH2:5][N:4]([C:8]([N:10]2[CH2:15][CH:14]([C:16]3[CH:21]=[CH:20][C:19]([C:22]([F:25])([F:24])[F:23])=[CH:18][CH:17]=3)[CH2:13][CH:12]([C:26](O)=[O:27])[CH2:11]2)=[O:9])[CH2:3]1.O[NH:31][C:32](=[NH:36])[CH:33]([CH3:35])[CH3:34]. (3) Given the product [CH2:1]([O:3][C:4]1[CH:5]=[CH:6][C:7]([F:23])=[C:8]([C:10]2[CH:15]=[C:14]([CH3:16])[N:13]=[C:12]([CH2:17][OH:18])[C:11]=2[CH3:22])[CH:9]=1)[CH3:2], predict the reactants needed to synthesize it. The reactants are: [CH2:1]([O:3][C:4]1[CH:5]=[CH:6][C:7]([F:23])=[C:8]([C:10]2[CH:15]=[C:14]([CH3:16])[N:13]=[C:12]([C:17](OCC)=[O:18])[C:11]=2[CH3:22])[CH:9]=1)[CH3:2].[BH4-].[Na+].Cl. (4) Given the product [OH:12][C:9]1[CH:10]=[C:11]2[C:6](=[CH:7][CH:8]=1)[C:5](=[O:13])[N:4]([C:14]1[CH:19]=[CH:18][C:17]([OH:20])=[CH:16][CH:15]=1)[CH:3]=[C:2]2[C:34]1[CH:35]=[CH:36][C:31]([S:28]([CH3:27])(=[O:30])=[O:29])=[CH:32][CH:33]=1, predict the reactants needed to synthesize it. The reactants are: Br[C:2]1[C:11]2[C:6](=[CH:7][CH:8]=[C:9]([OH:12])[CH:10]=2)[C:5](=[O:13])[N:4]([C:14]2[CH:19]=[CH:18][C:17]([OH:20])=[CH:16][CH:15]=2)[CH:3]=1.C(=O)([O-])[O-].[K+].[K+].[CH3:27][S:28]([C:31]1[CH:36]=[CH:35][C:34](B(O)O)=[CH:33][CH:32]=1)(=[O:30])=[O:29]. (5) Given the product [Cl:30][C:18]1[CH:17]=[C:16]([NH:15][C:13]2[N:12]=[CH:11][N:10]=[C:9]3[NH:8][N:7]=[C:6]([O:5][CH2:4][CH2:3][CH2:2][N:31]4[CH2:36][CH2:35][O:34][CH2:33][CH2:32]4)[C:14]=23)[CH:21]=[CH:20][C:19]=1[O:22][CH2:23][C:24]1[CH:29]=[CH:28][CH:27]=[CH:26][N:25]=1, predict the reactants needed to synthesize it. The reactants are: Cl[CH2:2][CH2:3][CH2:4][O:5][C:6]1[C:14]2[C:9](=[N:10][CH:11]=[N:12][C:13]=2[NH:15][C:16]2[CH:21]=[CH:20][C:19]([O:22][CH2:23][C:24]3[CH:29]=[CH:28][CH:27]=[CH:26][N:25]=3)=[C:18]([Cl:30])[CH:17]=2)[NH:8][N:7]=1.[NH:31]1[CH2:36][CH2:35][O:34][CH2:33][CH2:32]1. (6) Given the product [CH2:1]([O:8][C:9]1[CH:10]=[C:11]2[C:15](=[CH:16][CH:17]=1)[N:14]([CH2:18][C:19]1[CH:20]=[C:21]([C:25]3[CH:30]=[CH:29][C:28]([F:31])=[C:27]([CH3:32])[CH:26]=3)[CH:22]=[CH:23][CH:24]=1)[CH:13]=[C:12]2[CH2:33][C:34]([OH:36])=[O:35])[C:2]1[CH:3]=[CH:4][CH:5]=[CH:6][CH:7]=1, predict the reactants needed to synthesize it. The reactants are: [CH2:1]([O:8][C:9]1[CH:10]=[C:11]2[C:15](=[CH:16][CH:17]=1)[N:14]([CH2:18][C:19]1[CH:20]=[C:21]([C:25]3[CH:30]=[CH:29][C:28]([F:31])=[C:27]([CH3:32])[CH:26]=3)[CH:22]=[CH:23][CH:24]=1)[CH:13]=[C:12]2[CH2:33][C:34]([O:36]C(C)(C)C)=[O:35])[C:2]1[CH:7]=[CH:6][CH:5]=[CH:4][CH:3]=1.C(O)(C(F)(F)F)=O.C(Cl)Cl. (7) Given the product [CH:18]1([CH2:17][C@H:16]([C:23]2[CH:28]=[CH:27][C:26]([S:29]([CH3:32])(=[O:31])=[O:30])=[CH:25][CH:24]=2)[C:15]([NH:14][C:11]2[CH:12]=[CH:13][N:9]([CH2:8][CH2:7][OH:6])[N:10]=2)=[O:33])[CH2:22][CH2:21][CH2:20][CH2:19]1, predict the reactants needed to synthesize it. The reactants are: C([Si](C)(C)[O:6][CH2:7][CH2:8][N:9]1[CH:13]=[CH:12][C:11]([NH:14][C:15](=[O:33])[C@@H:16]([C:23]2[CH:28]=[CH:27][C:26]([S:29]([CH3:32])(=[O:31])=[O:30])=[CH:25][CH:24]=2)[CH2:17][CH:18]2[CH2:22][CH2:21][CH2:20][CH2:19]2)=[N:10]1)(C)(C)C.Cl. (8) Given the product [ClH:5].[CH3:1][S:2]([NH:8][C:9]1[CH:10]=[C:11]([C:15]2[CH:16]=[CH:17][C:18]([NH:21][C:22]([C@@H:24]3[CH:29]4[CH2:28][CH2:27][N:26]([CH2:31][CH2:30]4)[CH2:25]3)=[O:23])=[CH:19][CH:20]=2)[CH:12]=[CH:13][CH:14]=1)(=[O:4])=[O:3], predict the reactants needed to synthesize it. The reactants are: [CH3:1][S:2]([Cl:5])(=[O:4])=[O:3].Cl.Cl.[NH2:8][C:9]1[CH:10]=[C:11]([C:15]2[CH:20]=[CH:19][C:18]([NH:21][C:22]([C@@H:24]3[CH:29]4[CH2:30][CH2:31][N:26]([CH2:27][CH2:28]4)[CH2:25]3)=[O:23])=[CH:17][CH:16]=2)[CH:12]=[CH:13][CH:14]=1. (9) Given the product [CH2:2]([O:9][CH2:10][CH2:11][CH:12]=[CH:44][C:43]1[CH:46]=[C:39]([Br:38])[CH:40]=[CH:41][C:42]=1[OH:47])[C:3]1[CH:4]=[CH:5][CH:6]=[CH:7][CH:8]=1, predict the reactants needed to synthesize it. The reactants are: [Br-].[CH2:2]([O:9][CH2:10][CH2:11][CH2:12][P+](C1C=CC=CC=1)(C1C=CC=CC=1)C1C=CC=CC=1)[C:3]1[CH:8]=[CH:7][CH:6]=[CH:5][CH:4]=1.CC(C)([O-])C.[K+].[Br:38][C:39]1[CH:40]=[CH:41][C:42]([OH:47])=[C:43]([CH:46]=1)[CH:44]=O.O.